Dataset: Full USPTO retrosynthesis dataset with 1.9M reactions from patents (1976-2016). Task: Predict the reactants needed to synthesize the given product. (1) Given the product [OH:20][C:19]1[C:18]([CH2:23][C:24]([O:26][CH3:27])=[O:25])=[C:15]([CH3:16])[N:13]=[C:12]([CH2:11][C:8]2[CH:7]=[CH:6][C:5]([N+:2]([O-:4])=[O:3])=[CH:10][CH:9]=2)[N:14]=1, predict the reactants needed to synthesize it. The reactants are: Cl.[N+:2]([C:5]1[CH:10]=[CH:9][C:8]([CH2:11][C:12](=[NH:14])[NH2:13])=[CH:7][CH:6]=1)([O-:4])=[O:3].[C:15]([CH:18]([CH2:23][C:24]([O:26][CH3:27])=[O:25])[C:19](OC)=[O:20])(=O)[CH3:16].C[O-].[Na+].S(Cl)(Cl)=O. (2) Given the product [Br:1][C:2]1[CH:7]=[CH:6][C:5]([O:16][CH2:17][CH2:18][OH:19])=[CH:4][C:3]=1[C:9]([F:12])([F:11])[F:10], predict the reactants needed to synthesize it. The reactants are: [Br:1][C:2]1[CH:7]=[CH:6][C:5](F)=[CH:4][C:3]=1[C:9]([F:12])([F:11])[F:10].C([O:16][CH2:17][CH2:18][OH:19])(=O)C.[H-].[Na+].CN(C=O)C. (3) Given the product [CH3:1][O:2][C:3]1[CH:4]=[C:5]([N:12]([CH3:24])[C@H:13]2[CH2:17][CH2:16][N:15]([CH2:18][CH2:19][O:20][CH3:21])[CH2:14]2)[CH:6]=[CH:7][C:8]=1[N+:9]([O-:11])=[O:10], predict the reactants needed to synthesize it. The reactants are: [CH3:1][O:2][C:3]1[CH:4]=[C:5]([NH:12][C@H:13]2[CH2:17][CH2:16][N:15]([CH2:18][CH2:19][O:20][CH3:21])[CH2:14]2)[CH:6]=[CH:7][C:8]=1[N+:9]([O-:11])=[O:10].[H-].[Na+].[CH3:24]I. (4) Given the product [CH:1]1([CH2:4][O:5][C:6]2[CH:11]=[CH:10][C:9]([CH:12]([F:14])[F:13])=[CH:8][C:7]=2[C:15]2[C:16]3[NH:23][C:22]([CH3:24])=[C:21]([C:25]([NH:42][C@H:39]4[CH2:40][CH2:41][C@H:37]([NH:33][C:34](=[O:36])[O:35][C:1]([CH3:4])([CH3:3])[CH3:2])[CH2:38]4)=[O:27])[C:17]=3[N:18]=[CH:19][N:20]=2)[CH2:3][CH2:2]1, predict the reactants needed to synthesize it. The reactants are: [CH:1]1([CH2:4][O:5][C:6]2[CH:11]=[CH:10][C:9]([CH:12]([F:14])[F:13])=[CH:8][C:7]=2[C:15]2[C:16]3[NH:23][C:22]([CH3:24])=[C:21]([C:25]([OH:27])=O)[C:17]=3[N:18]=[CH:19][N:20]=2)[CH2:3][CH2:2]1.Cl.C([N:33]([C@H:37]1[CH2:41][CH2:40][C@H:39]([NH2:42])[CH2:38]1)[C:34](=[O:36])[OH:35])(C)(C)C. (5) Given the product [CH:1]1([CH2:7][NH:8][C:9]([C:11]2[C:12]([C:18]([F:21])([F:20])[F:19])=[N:13][C:14]([NH:28][C:27]3[CH:29]=[C:23]([Cl:22])[CH:24]=[CH:25][C:26]=3[CH3:30])=[N:15][CH:16]=2)=[O:10])[CH2:6][CH2:5][CH2:4][CH2:3][CH2:2]1, predict the reactants needed to synthesize it. The reactants are: [CH:1]1([CH2:7][NH:8][C:9]([C:11]2[C:12]([C:18]([F:21])([F:20])[F:19])=[N:13][C:14](Cl)=[N:15][CH:16]=2)=[O:10])[CH2:6][CH2:5][CH2:4][CH2:3][CH2:2]1.[Cl:22][C:23]1[CH:24]=[CH:25][C:26]([CH3:30])=[C:27]([CH:29]=1)[NH2:28]. (6) Given the product [OH:12][CH2:11][C:5]1[CH:4]=[C:3]([S:13]([NH2:16])(=[O:15])=[O:14])[CH:2]=[C:7]([CH3:17])[CH:6]=1, predict the reactants needed to synthesize it. The reactants are: Cl[C:2]1[C:7]([N+]([O-])=O)=[CH:6][C:5]([CH2:11][OH:12])=[CH:4][C:3]=1[S:13]([NH2:16])(=[O:15])=[O:14].[CH2:17](O)C. (7) Given the product [CH2:15]([C:4]1[S:3][C:2]([C:17]#[N:18])=[C:6]([C:7]([N:9]2[CH2:14][CH2:13][CH2:12][CH2:11][CH2:10]2)=[O:8])[CH:5]=1)[CH3:16], predict the reactants needed to synthesize it. The reactants are: Br[C:2]1[S:3][C:4]([CH2:15][CH3:16])=[CH:5][C:6]=1[C:7]([N:9]1[CH2:14][CH2:13][CH2:12][CH2:11][CH2:10]1)=[O:8].[CH3:17][N:18](C=O)C.